The task is: Predict the product of the given reaction.. This data is from Forward reaction prediction with 1.9M reactions from USPTO patents (1976-2016). (1) Given the reactants [O:1]1[CH2:3][CH:2]1[CH2:4][N:5]1[C:13]2[CH2:12][CH2:11][N:10]([C:14](=[O:16])[CH3:15])[CH2:9][C:8]=2[C:7]([C:17]2[CH:22]=[CH:21][C:20]([C:23]([F:26])([F:25])[F:24])=[CH:19][CH:18]=2)=[N:6]1.[Cl:27][C:28]1[CH:42]=[CH:41][C:31]2[N:32]=[C:33]([N:35]3[CH2:40][CH2:39][NH:38][CH2:37][CH2:36]3)[S:34][C:30]=2[CH:29]=1, predict the reaction product. The product is: [Cl:27][C:28]1[CH:42]=[CH:41][C:31]2[N:32]=[C:33]([N:35]3[CH2:40][CH2:39][N:38]([CH2:3][CH:2]([OH:1])[CH2:4][N:5]4[C:13]5[CH2:12][CH2:11][N:10]([C:14](=[O:16])[CH3:15])[CH2:9][C:8]=5[C:7]([C:17]5[CH:22]=[CH:21][C:20]([C:23]([F:26])([F:25])[F:24])=[CH:19][CH:18]=5)=[N:6]4)[CH2:37][CH2:36]3)[S:34][C:30]=2[CH:29]=1. (2) Given the reactants [CH3:1][O:2][C:3]1[C:4]([CH3:26])=[C:5]([C:17]([O:24][CH3:25])=[C:18]([O:22][CH3:23])[C:19]=1[O:20][CH3:21])[CH2:6][C:7]1[CH:8]=[CH:9][C:10]([OH:16])=[C:11]([CH:15]=1)[C:12]([OH:14])=[O:13].[CH3:27][Si](C=[N+]=[N-])(C)C, predict the reaction product. The product is: [CH3:1][O:2][C:3]1[C:4]([CH3:26])=[C:5]([C:17]([O:24][CH3:25])=[C:18]([O:22][CH3:23])[C:19]=1[O:20][CH3:21])[CH2:6][C:7]1[CH:8]=[CH:9][C:10]([OH:16])=[C:11]([CH:15]=1)[C:12]([O:14][CH3:27])=[O:13]. (3) The product is: [CH2:20]([N:27]1[CH2:31][CH2:32][N:1]([C:2]2[CH:14]=[C:13]3[C:5]([C:6]4[CH:7]=[C:8]([Br:18])[CH:9]=[C:10]([C:15]([NH2:17])=[O:16])[C:11]=4[NH:12]3)=[CH:4][CH:3]=2)[CH2:29][CH2:28]1)[C:21]1[CH:26]=[CH:25][CH:24]=[CH:23][CH:22]=1. Given the reactants [NH2:1][C:2]1[CH:14]=[C:13]2[C:5]([C:6]3[CH:7]=[C:8]([Br:18])[CH:9]=[C:10]([C:15]([NH2:17])=[O:16])[C:11]=3[NH:12]2)=[CH:4][CH:3]=1.Cl.[CH2:20]([N:27]([CH2:31][CH2:32]Cl)[CH2:28][CH2:29]Cl)[C:21]1[CH:26]=[CH:25][CH:24]=[CH:23][CH:22]=1.C(=O)([O-])[O-].[Na+].[Na+], predict the reaction product. (4) Given the reactants [CH2:1]([N:8]1[CH2:13][CH2:12][C:11]([NH:17][C:18]2[CH:23]=[CH:22][C:21]([Cl:24])=[CH:20][CH:19]=2)([C:14](N)=[O:15])[CH2:10][CH2:9]1)[C:2]1[CH:7]=[CH:6][CH:5]=[CH:4][CH:3]=1.C1(C)C(S(O)(=O)=O)=CC=CC=1.[OH-:36].[NH4+].[CH3:38]O, predict the reaction product. The product is: [CH3:38][O:36][C:14]([C:11]1([NH:17][C:18]2[CH:19]=[CH:20][C:21]([Cl:24])=[CH:22][CH:23]=2)[CH2:12][CH2:13][N:8]([CH2:1][C:2]2[CH:3]=[CH:4][CH:5]=[CH:6][CH:7]=2)[CH2:9][CH2:10]1)=[O:15].